From a dataset of Peptide-MHC class II binding affinity with 134,281 pairs from IEDB. Regression. Given a peptide amino acid sequence and an MHC pseudo amino acid sequence, predict their binding affinity value. This is MHC class II binding data. The peptide sequence is DFTIVHDLYKKQLTK. The MHC is DRB1_0101 with pseudo-sequence DRB1_0101. The binding affinity (normalized) is 0.258.